Task: Predict the product of the given reaction.. Dataset: Forward reaction prediction with 1.9M reactions from USPTO patents (1976-2016) (1) Given the reactants [Cl:1][C:2]1[CH:7]=[CH:6][C:5]([C:8]2[CH:9]=[C:10]([NH2:20])[CH:11]=[N:12][C:13]=2[O:14][CH2:15][C:16]([F:19])([F:18])[F:17])=[CH:4][C:3]=1[F:21].[CH3:22][N:23]1[CH2:28][CH2:27][O:26][C:25]2[CH:29]=[C:30]([C:33](O)=[O:34])[CH:31]=[N:32][C:24]1=2, predict the reaction product. The product is: [Cl:1][C:2]1[CH:7]=[CH:6][C:5]([C:8]2[CH:9]=[C:10]([NH:20][C:33]([C:30]3[CH:31]=[N:32][C:24]4[N:23]([CH3:22])[CH2:28][CH2:27][O:26][C:25]=4[CH:29]=3)=[O:34])[CH:11]=[N:12][C:13]=2[O:14][CH2:15][C:16]([F:17])([F:18])[F:19])=[CH:4][C:3]=1[F:21]. (2) Given the reactants [ClH:1].F[C:3]1[CH:20]=[CH:19][CH:18]=[CH:17][C:4]=1[CH2:5][C:6]1[N:11]=[CH:10][C:9]2[C:12]([CH3:16])([CH3:15])[CH2:13][NH:14][C:8]=2[CH:7]=1.[Br-].[C:22](C1C=C(C=CC=1)C[Zn+])#[N:23], predict the reaction product. The product is: [ClH:1].[C:22]([C:20]1[CH:3]=[C:4]([CH:17]=[CH:18][CH:19]=1)[CH2:5][C:6]1[N:11]=[CH:10][C:9]2[C:12]([CH3:16])([CH3:15])[CH2:13][NH:14][C:8]=2[CH:7]=1)#[N:23]. (3) Given the reactants Br[CH2:2][C:3]1[C:8]([CH:9]2[CH2:11][CH2:10]2)=[CH:7][CH:6]=[CH:5][C:4]=1[N:12]1[C:16](=[O:17])[N:15]([CH3:18])[N:14]=[N:13]1.[Br:19][C:20]1[CH:25]=[CH:24][C:23]([N:26]2[CH:30]=[CH:29][C:28]([OH:31])=[N:27]2)=[CH:22][CH:21]=1.C(=O)([O-])[O-].[K+].[K+].C(#N)C, predict the reaction product. The product is: [Br:19][C:20]1[CH:21]=[CH:22][C:23]([N:26]2[CH:30]=[CH:29][C:28]([O:31][CH2:2][C:3]3[C:8]([CH:9]4[CH2:11][CH2:10]4)=[CH:7][CH:6]=[CH:5][C:4]=3[N:12]3[C:16](=[O:17])[N:15]([CH3:18])[N:14]=[N:13]3)=[N:27]2)=[CH:24][CH:25]=1.